From a dataset of Catalyst prediction with 721,799 reactions and 888 catalyst types from USPTO. Predict which catalyst facilitates the given reaction. (1) Reactant: [Br:1][C:2]1[CH:7]=[CH:6][C:5]([N+:8]([O-:10])=[O:9])=[C:4](F)[CH:3]=1.[NH:12]([CH2:14][C:15]([OH:17])=[O:16])[CH3:13].C(=O)([O-])[O-].[K+].[K+].Cl. Product: [Br:1][C:2]1[CH:7]=[CH:6][C:5]([N+:8]([O-:10])=[O:9])=[C:4]([N:12]([CH2:14][C:15]([OH:17])=[O:16])[CH3:13])[CH:3]=1. The catalyst class is: 40. (2) Product: [F:27][CH2:28][CH2:29][O:19][C:15]1[CH:16]=[C:17]2[C:12]([N:11]=[CH:10][C:9]([C:6]3[CH:5]=[CH:4][C:3]([N:2]([CH3:20])[CH3:1])=[CH:8][CH:7]=3)=[N:18]2)=[CH:13][CH:14]=1. The catalyst class is: 9. Reactant: [CH3:1][N:2]([CH3:20])[C:3]1[CH:8]=[CH:7][C:6]([C:9]2[CH:10]=[N:11][C:12]3[C:17]([N:18]=2)=[CH:16][C:15]([OH:19])=[CH:14][CH:13]=3)=[CH:5][CH:4]=1.C(=O)([O-])[O-].[K+].[K+].[F:27][CH2:28][CH2:29]OS(C1C=CC(C)=CC=1)(=O)=O. (3) Reactant: [CH3:1][O:2][CH2:3][CH2:4][CH2:5][CH2:6][N:7]1[C:11]([C:12]2[CH:17]=[CH:16][CH:15]=[CH:14][CH:13]=2)=[CH:10][CH:9]=[C:8]1[C:18]([O:20]CC)=[O:19].[OH-].[Na+]. Product: [CH3:1][O:2][CH2:3][CH2:4][CH2:5][CH2:6][N:7]1[C:11]([C:12]2[CH:17]=[CH:16][CH:15]=[CH:14][CH:13]=2)=[CH:10][CH:9]=[C:8]1[C:18]([OH:20])=[O:19]. The catalyst class is: 5. (4) Reactant: Cl[C:2]1[C:7]([Cl:8])=[CH:6][CH:5]=[CH:4][N:3]=1.B(O)(O)[C:10]1[CH:11]=[CH:12][C:13]([CH3:16])=[CH:14][CH:15]=1.C(=O)([O-])[O-].[Na+].[Na+]. Product: [Cl:8][C:7]1[C:2]([C:10]2[CH:15]=[CH:14][C:13]([CH3:16])=[CH:12][CH:11]=2)=[N:3][CH:4]=[CH:5][CH:6]=1. The catalyst class is: 108. (5) Reactant: Br[C:2]1[N:3]=[C:4]2[CH:10]=[CH:9][NH:8][C:5]2=[N:6][CH:7]=1.[CH3:11][O:12][C:13]1[CH:14]=[C:15](B(O)O)[CH:16]=[C:17]([O:21][CH3:22])[C:18]=1[O:19][CH3:20].C([O-])([O-])=O.[K+].[K+].O1CCOCC1. Product: [CH3:22][O:21][C:17]1[CH:16]=[C:15]([C:2]2[N:3]=[C:4]3[CH:10]=[CH:9][NH:8][C:5]3=[N:6][CH:7]=2)[CH:14]=[C:13]([O:12][CH3:11])[C:18]=1[O:19][CH3:20]. The catalyst class is: 6.